From a dataset of Forward reaction prediction with 1.9M reactions from USPTO patents (1976-2016). Predict the product of the given reaction. (1) Given the reactants [Cl:1][C:2]1[CH:3]=[C:4]([N:9]=[CH:10][C:11]2[CH:16]=[CH:15][N:14]=[CH:13][C:12]=2[OH:17])[CH:5]=[CH:6][C:7]=1[F:8].[Si]([C:22]#[N:23])(C)(C)C, predict the reaction product. The product is: [Cl:1][C:2]1[CH:3]=[C:4]([NH:9][C:10]2[C:11]3[C:12](=[CH:13][N:14]=[CH:15][CH:16]=3)[O:17][C:22]=2[NH2:23])[CH:5]=[CH:6][C:7]=1[F:8]. (2) Given the reactants [S:1]1[CH:5]=[CH:4][CH:3]=[C:2]1[CH2:6]O.[NH:8]1[CH:12]=[CH:11][CH:10]=[CH:9]1.B(F)(F)F.CCOCC, predict the reaction product. The product is: [S:1]1[CH:5]=[CH:4][CH:3]=[C:2]1[CH2:6][C:9]1[NH:8][CH:12]=[CH:11][CH:10]=1. (3) Given the reactants Br[C:2]1[C:7]2[O:8][C:9]([NH:11][C:12]3[CH:17]=[C:16]([O:18][CH3:19])[C:15]([O:20][CH3:21])=[C:14]([O:22][CH3:23])[CH:13]=3)=[N:10][C:6]=2[CH:5]=[CH:4][N:3]=1.[NH2:24][C:25]1[CH:30]=[CH:29][C:28](B(O)O)=[CH:27][CH:26]=1.C([O-])([O-])=O.[Na+].[Na+], predict the reaction product. The product is: [NH2:24][C:25]1[CH:30]=[CH:29][C:28]([C:2]2[C:7]3[O:8][C:9]([NH:11][C:12]4[CH:17]=[C:16]([O:18][CH3:19])[C:15]([O:20][CH3:21])=[C:14]([O:22][CH3:23])[CH:13]=4)=[N:10][C:6]=3[CH:5]=[CH:4][N:3]=2)=[CH:27][CH:26]=1. (4) Given the reactants C1(P(C2CCCCC2)C2C=CC=CC=2C2C(CCC)=CC(CCC)=CC=2CCC)CCCCC1.[CH3:50][C:45]1([CH3:51])[C:46]([CH3:49])([CH3:48])[O:47][B:43]([B:43]2[O:47][C:46]([CH3:49])([CH3:48])[C:45]([CH3:51])([CH3:50])[O:44]2)[O:44]1.Br[C:54]1[CH:59]=[CH:58][C:57]([NH:60][C:61]([C:63]2[C:64](=[O:76])[N:65]([C:70]3[CH:75]=[CH:74][CH:73]=[CH:72][CH:71]=3)[N:66]([CH3:69])[C:67]=2[CH3:68])=[O:62])=[CH:56][C:55]=1[F:77].C([O-])(=O)C.[K+].N#N, predict the reaction product. The product is: [F:77][C:55]1[CH:56]=[C:57]([NH:60][C:61]([C:63]2[C:64](=[O:76])[N:65]([C:70]3[CH:71]=[CH:72][CH:73]=[CH:74][CH:75]=3)[N:66]([CH3:69])[C:67]=2[CH3:68])=[O:62])[CH:58]=[CH:59][C:54]=1[B:43]1[O:44][C:45]([CH3:50])([CH3:51])[C:46]([CH3:48])([CH3:49])[O:47]1. (5) Given the reactants C([O-])(=O)C.[NH4+:5].[Br:6][C:7]1[CH:12]=[CH:11][C:10]([C:13](=O)[CH2:14][NH:15][C:16]([C@:18]2([CH3:40])[CH2:22][CH2:21][CH2:20][N:19]2[C:23]([O:25][CH2:26][CH:27]2[C:39]3[CH:38]=[CH:37][CH:36]=[CH:35][C:34]=3[C:33]3[C:28]2=[CH:29][CH:30]=[CH:31][CH:32]=3)=[O:24])=O)=[CH:9][CH:8]=1, predict the reaction product. The product is: [Br:6][C:7]1[CH:8]=[CH:9][C:10]([C:13]2[NH:5][C:16]([C@:18]3([CH3:40])[CH2:22][CH2:21][CH2:20][N:19]3[C:23]([O:25][CH2:26][CH:27]3[C:28]4[CH:29]=[CH:30][CH:31]=[CH:32][C:33]=4[C:34]4[C:39]3=[CH:38][CH:37]=[CH:36][CH:35]=4)=[O:24])=[N:15][CH:14]=2)=[CH:11][CH:12]=1. (6) Given the reactants [NH2:1][C:2]1[C:7](I)=[CH:6][C:5]([C:9]2[O:13][CH:12]=[N:11][CH:10]=2)=[C:4]([O:14][CH3:15])[CH:3]=1.[C:16]([C:18]1[N:19]=[CH:20][S:21][CH:22]=1)#[CH:17], predict the reaction product. The product is: [CH3:15][O:14][C:4]1[CH:3]=[C:2]2[C:7]([CH:17]=[C:16]([C:18]3[N:19]=[CH:20][S:21][CH:22]=3)[NH:1]2)=[CH:6][C:5]=1[C:9]1[O:13][CH:12]=[N:11][CH:10]=1. (7) The product is: [C:1](=[O:10])([O:5][CH2:6][CH2:7][O:8][CH3:9])[O:2][CH2:3][O:39][C:26]1[C:25](=[O:40])[C:24]([C:22]([NH:21][CH2:20][C:14]2[CH:15]=[CH:16][C:17]([F:19])=[CH:18][C:13]=2[F:12])=[O:23])=[CH:38][N:28]2[C:27]=1[C:32](=[O:33])[N:31]1[C@@H:34]([CH3:37])[CH2:35][O:36][C@@H:30]1[CH2:29]2. Given the reactants [C:1](=[O:10])([O:5][CH2:6][CH2:7][O:8][CH3:9])[O:2][CH2:3]I.[Na].[F:12][C:13]1[CH:18]=[C:17]([F:19])[CH:16]=[CH:15][C:14]=1[CH2:20][NH:21][C:22]([C:24]1[C:25](=[O:40])[C:26]([OH:39])=[C:27]2[C:32](=[O:33])[N:31]3[C@@H:34]([CH3:37])[CH2:35][O:36][C@@H:30]3[CH2:29][N:28]2[CH:38]=1)=[O:23].C(=O)([O-])[O-].[K+].[K+], predict the reaction product.